From a dataset of Full USPTO retrosynthesis dataset with 1.9M reactions from patents (1976-2016). Predict the reactants needed to synthesize the given product. (1) Given the product [F:17][C:16]([F:19])([F:18])[C:14]([NH:1][CH2:2][C:3]1[CH:8]=[CH:7][C:6]([CH2:9][S:10](=[O:11])(=[O:12])[NH2:13])=[CH:5][CH:4]=1)=[O:15], predict the reactants needed to synthesize it. The reactants are: [NH2:1][CH2:2][C:3]1[CH:8]=[CH:7][C:6]([CH2:9][S:10]([NH2:13])(=[O:12])=[O:11])=[CH:5][CH:4]=1.[C:14](O[C:14]([C:16]([F:19])([F:18])[F:17])=[O:15])([C:16]([F:19])([F:18])[F:17])=[O:15]. (2) Given the product [C:26]([O:25][CH:19]([C:8]1[C:7]([CH3:30])=[CH:6][C:5]2[C:10](=[CH:11][C:2]([C:40]#[C:39][C:37]([OH:41])([C:31]3[CH:36]=[CH:35][CH:34]=[CH:33][CH:32]=3)[CH3:38])=[CH:3][CH:4]=2)[C:9]=1[C:12]1[CH:17]=[CH:16][C:15]([Cl:18])=[CH:14][CH:13]=1)[C:20]([OH:22])=[O:21])([CH3:29])([CH3:27])[CH3:28], predict the reactants needed to synthesize it. The reactants are: Br[C:2]1[CH:11]=[C:10]2[C:5]([CH:6]=[C:7]([CH3:30])[C:8]([CH:19]([O:25][C:26]([CH3:29])([CH3:28])[CH3:27])[C:20]([O:22]CC)=[O:21])=[C:9]2[C:12]2[CH:17]=[CH:16][C:15]([Cl:18])=[CH:14][CH:13]=2)=[CH:4][CH:3]=1.[C:31]1([C:37]([OH:41])([C:39]#[CH:40])[CH3:38])[CH:36]=[CH:35][CH:34]=[CH:33][CH:32]=1. (3) Given the product [F:1][C:2]1[CH:10]=[C:9]2[C:5]([CH2:6][CH2:7][NH:8]2)=[CH:4][CH:3]=1, predict the reactants needed to synthesize it. The reactants are: [F:1][C:2]1[CH:10]=[C:9]2[C:5]([CH:6]=[CH:7][NH:8]2)=[CH:4][CH:3]=1.C([BH3-])#N.[Na+].[OH-].[Na+]. (4) The reactants are: [OH:1][C:2]1[CH:3]=[C:4]([NH:10][C:11]([NH2:13])=[S:12])[CH:5]=[CH:6][C:7]=1[O:8][CH3:9].Br[CH2:15][C:16](=O)[CH3:17]. Given the product [CH3:9][O:8][C:7]1[CH:6]=[CH:5][C:4]([NH:10][C:11]2[S:12][CH:15]=[C:16]([CH3:17])[N:13]=2)=[CH:3][C:2]=1[OH:1], predict the reactants needed to synthesize it. (5) Given the product [C:8]([O:12][C:13]([N:15]1[C@@H:20]([C@@H:21]([OH:33])[C@@H:22]([NH:32][C:40](=[O:42])[CH3:41])[CH2:23][C:24]2[CH:29]=[C:28]([F:30])[CH:27]=[C:26]([Cl:31])[CH:25]=2)[CH2:19][O:18][C@@H:17]([O:34][CH2:35][C:36]([CH3:39])([CH3:38])[CH3:37])[CH2:16]1)=[O:14])([CH3:10])([CH3:9])[CH3:11], predict the reactants needed to synthesize it. The reactants are: C(N(CC)CC)C.[C:8]([O:12][C:13]([N:15]1[C@@H:20]([C@@H:21]([OH:33])[C@@H:22]([NH2:32])[CH2:23][C:24]2[CH:29]=[C:28]([F:30])[CH:27]=[C:26]([Cl:31])[CH:25]=2)[CH2:19][O:18][C@@H:17]([O:34][CH2:35][C:36]([CH3:39])([CH3:38])[CH3:37])[CH2:16]1)=[O:14])([CH3:11])([CH3:10])[CH3:9].[C:40](OC(=O)C)(=[O:42])[CH3:41]. (6) Given the product [F:1][C:2]1[CH:3]=[C:4]([C:13]2[N:17]([C:18]3[CH:19]=[N:20][CH:21]=[CH:22][CH:23]=3)[N:16]=[C:15]([C:24]([N:48]3[CH2:52][C:51](=[O:53])[NH:50][CH2:49]3)=[O:26])[CH:14]=2)[CH:5]=[C:6]([O:8][C:9]([F:10])([F:12])[F:11])[CH:7]=1, predict the reactants needed to synthesize it. The reactants are: [F:1][C:2]1[CH:3]=[C:4]([C:13]2[N:17]([C:18]3[CH:19]=[N:20][CH:21]=[CH:22][CH:23]=3)[N:16]=[C:15]([C:24]([OH:26])=O)[CH:14]=2)[CH:5]=[C:6]([O:8][C:9]([F:12])([F:11])[F:10])[CH:7]=1.ClC1C=C(C2N(C3C=CC=CN=3)N=C(C([N:48]3[CH2:52][C:51](=[O:53])[NH:50][CH2:49]3)=O)C=2)C=C(F)C=1.Cl.N1C=CNC1=O. (7) Given the product [CH:26]1([C:24](=[O:25])[C:6]#[C:5][CH:4]([O:7][CH2:8][CH3:9])[O:3][CH2:1][CH3:2])[CH2:28][CH2:27]1, predict the reactants needed to synthesize it. The reactants are: [CH2:1]([O:3][CH:4]([O:7][CH2:8][CH3:9])[C:5]#[CH:6])[CH3:2].C([Li])CCC.CCCCCC.CON(C)[C:24]([CH:26]1[CH2:28][CH2:27]1)=[O:25]. (8) Given the product [CH2:8]([O:10][C:11](=[O:18])[C:12]([OH:17])([C:4]1[CH:5]=[CH:6][C:1]([CH3:7])=[CH:2][CH:3]=1)[C:13]([F:14])([F:15])[F:16])[CH3:9], predict the reactants needed to synthesize it. The reactants are: [C:1]1([CH3:7])[CH:6]=[CH:5][CH:4]=[CH:3][CH:2]=1.[CH2:8]([O:10][C:11](=[O:18])[C:12](=[O:17])[C:13]([F:16])([F:15])[F:14])[CH3:9]. (9) Given the product [F:29][C:3]([F:2])([F:28])[C:4]1[CH:5]=[C:6]([CH:21]=[C:22]([C:24]([F:27])([F:25])[F:26])[CH:23]=1)[CH2:7][O:8][C@H:9]1[CH2:14][CH2:13][N:12]([CH2:37][C:38]2[NH:39][C:40](=[O:43])[NH:41][N:42]=2)[CH2:11][C@H:10]1[C:15]1[CH:16]=[CH:17][CH:18]=[CH:19][CH:20]=1, predict the reactants needed to synthesize it. The reactants are: Cl.[F:2][C:3]([F:29])([F:28])[C:4]1[CH:5]=[C:6]([CH:21]=[C:22]([C:24]([F:27])([F:26])[F:25])[CH:23]=1)[CH2:7][O:8][C@H:9]1[CH2:14][CH2:13][NH:12][CH2:11][C@H:10]1[C:15]1[CH:20]=[CH:19][CH:18]=[CH:17][CH:16]=1.C(=O)([O-])[O-].[K+].[K+].Cl[CH2:37][C:38]1[NH:39][C:40](=[O:43])[NH:41][N:42]=1.